Predict which catalyst facilitates the given reaction. From a dataset of Catalyst prediction with 721,799 reactions and 888 catalyst types from USPTO. (1) Reactant: C([O:3][C:4](=[O:33])[C:5]1[CH:10]=[CH:9][C:8]([C:11]2[CH:12]=[CH:13][C:14]3[CH:23]=[C:22]4[C:17]([C:18]([C:26]5[S:27][C:28]([CH3:31])=[CH:29][CH:30]=5)=[CH:19][C:20]([CH3:25])([CH3:24])[O:21]4)=[CH:16][C:15]=3[CH:32]=2)=[CH:7][CH:6]=1)C.[Li+].[OH-]. Product: [CH3:24][C:20]1([CH3:25])[CH:19]=[C:18]([C:26]2[S:27][C:28]([CH3:31])=[CH:29][CH:30]=2)[C:17]2[C:22](=[CH:23][C:14]3[CH:13]=[CH:12][C:11]([C:8]4[CH:9]=[CH:10][C:5]([C:4]([OH:33])=[O:3])=[CH:6][CH:7]=4)=[CH:32][C:15]=3[CH:16]=2)[O:21]1. The catalyst class is: 200. (2) Reactant: Cl.[Cl:2][C:3]1[CH:8]=[CH:7][CH:6]=[CH:5][C:4]=1[N:9]1[CH:13]([C:14]2[S:15][C:16]([C:19]3[CH2:20][CH2:21][NH:22][CH2:23][CH:24]=3)=[CH:17][CH:18]=2)[CH2:12][C:11]([C:25]([C:31]([F:34])([F:33])[F:32])([C:27]([F:30])([F:29])[F:28])[OH:26])=[N:10]1.[CH3:35][S:36](Cl)(=[O:38])=[O:37].C(N(CC)CC)C. Product: [Cl:2][C:3]1[CH:8]=[CH:7][CH:6]=[CH:5][C:4]=1[N:9]1[CH:13]([C:14]2[S:15][C:16]([C:19]3[CH2:20][CH2:21][N:22]([S:36]([CH3:35])(=[O:38])=[O:37])[CH2:23][CH:24]=3)=[CH:17][CH:18]=2)[CH2:12][C:11]([C:25]([C:27]([F:30])([F:28])[F:29])([C:31]([F:32])([F:34])[F:33])[OH:26])=[N:10]1. The catalyst class is: 4. (3) Reactant: [CH3:1][O:2][C:3]1[CH:22]=[CH:21][C:6]([CH2:7][O:8][C@H:9]([C@H:11]([OH:20])[C@H:12]([CH:18]=[CH2:19])[CH2:13][CH2:14][CH:15]([CH3:17])[CH3:16])[CH3:10])=[CH:5][CH:4]=1.[H-].[Na+].Br[CH2:26][CH:27]1[CH2:29][CH2:28]1. Product: [CH:27]1([CH2:26][O:20][C@H:11]([C@H:12]([CH:18]=[CH2:19])[CH2:13][CH2:14][CH:15]([CH3:16])[CH3:17])[C@@H:9]([O:8][CH2:7][C:6]2[CH:5]=[CH:4][C:3]([O:2][CH3:1])=[CH:22][CH:21]=2)[CH3:10])[CH2:29][CH2:28]1. The catalyst class is: 3. (4) The catalyst class is: 10. Reactant: [CH3:1][O:2][C:3]1[CH:4]=[CH:5][CH:6]=[C:7]2[C:12]=1[CH2:11][CH:10]([NH:13][CH2:14][C:15]1[CH:24]=[CH:23][C:18]([C:19]([O:21][CH3:22])=[O:20])=[CH:17][CH:16]=1)[CH2:9][CH2:8]2.Br[CH2:26][CH2:27][CH2:28][CH2:29][C:30]([O:32][CH2:33][CH3:34])=[O:31].C(=O)([O-])[O-].[Cs+].[Cs+].[I-].[K+]. Product: [CH2:33]([O:32][C:30](=[O:31])[CH2:29][CH2:28][CH2:27][CH2:26][N:13]([CH2:14][C:15]1[CH:16]=[CH:17][C:18]([C:19]([O:21][CH3:22])=[O:20])=[CH:23][CH:24]=1)[CH:10]1[CH2:9][CH2:8][C:7]2[C:12](=[C:3]([O:2][CH3:1])[CH:4]=[CH:5][CH:6]=2)[CH2:11]1)[CH3:34]. (5) Reactant: COC(=O)[CH:4]([C:7]1[S:8][C:9]([Br:12])=[CH:10][CH:11]=1)[CH:5]=O.Cl.[Cl:15][C:16]1[CH:21]=[CH:20][CH:19]=[CH:18][C:17]=1[NH:22][NH2:23].[CH3:24][OH:25]. Product: [Br:12][C:9]1[S:8][C:7]([C:4]2[N:22]([C:17]3[CH:18]=[CH:19][CH:20]=[CH:21][C:16]=3[Cl:15])[N:23]=[C:24]([OH:25])[CH:5]=2)=[CH:11][CH:10]=1. The catalyst class is: 33.